From a dataset of Reaction yield outcomes from USPTO patents with 853,638 reactions. Predict the reaction yield, written as a fraction of the theoretical maximum amount of product (1.0 means a 100% yield; for example, 0.34 means a 34% yield). (1) The reactants are [O:1]([C:8]1[CH:27]=[CH:26][C:11]([O:12][C:13]2[CH:18]=[CH:17][N:16]=[CH:15][C:14]=2[C:19]2[CH:20]=[C:21]([CH:23]=[CH:24][CH:25]=2)[NH2:22])=[CH:10][CH:9]=1)[C:2]1[CH:7]=[CH:6][CH:5]=[CH:4][CH:3]=1.N1C=CC=CC=1.CN1C[CH2:38][CH2:37][C:36]1=[O:40]. The catalyst is ClCCl. The product is [O:1]([C:8]1[CH:9]=[CH:10][C:11]([O:12][C:13]2[CH:18]=[CH:17][N:16]=[CH:15][C:14]=2[C:19]2[CH:20]=[C:21]([NH:22][C:36](=[O:40])[CH2:37][CH3:38])[CH:23]=[CH:24][CH:25]=2)=[CH:26][CH:27]=1)[C:2]1[CH:7]=[CH:6][CH:5]=[CH:4][CH:3]=1. The yield is 0.650. (2) The reactants are [CH2:1]([NH:3][C@@H:4]([CH3:9])[C:5]([O:7][CH3:8])=[O:6])[CH3:2].Cl[C:11]1[C:20]([N+:21]([O-:23])=[O:22])=[CH:19][C:14]([C:15]([O:17][CH3:18])=[O:16])=[CH:13][N:12]=1.[CH3:24]COC(C)=O. No catalyst specified. The product is [CH2:8]([O:7][C:5](=[O:6])[C@@H:4]([N:3]([CH2:1][CH3:2])[C:11]1[C:20]([N+:21]([O-:23])=[O:22])=[CH:19][C:14]([C:15]([O:17][CH3:18])=[O:16])=[CH:13][N:12]=1)[CH3:9])[CH3:24]. The yield is 0.660. (3) The reactants are [CH3:1][O:2][C:3](=[O:13])[C:4](=[CH:9]N(C)C)[C:5](OC)=[O:6].[CH3:14][O:15][C:16]1[CH:24]=[CH:23][C:19]([CH2:20][NH:21][NH2:22])=[CH:18][CH:17]=1.C([O-])([O-])=O.[K+].[K+]. The catalyst is CC#N.O. The product is [CH3:1][O:2][C:3]([C:4]1[C:5]([OH:6])=[N:22][N:21]([CH2:20][C:19]2[CH:23]=[CH:24][C:16]([O:15][CH3:14])=[CH:17][CH:18]=2)[CH:9]=1)=[O:13]. The yield is 0.620. (4) The reactants are FC(F)(F)C(O)=O.[CH3:8][C:9]1[CH:10]=[CH:11][C:12]([C:15]2[N:19]([C:20]3[CH:21]=[N:22][CH:23]=[CH:24][CH:25]=3)[N:18]=[C:17]([C:26]([N:28]3[CH2:33][CH2:32][CH2:31][CH2:30][CH:29]3[C:34]3([NH:37]C(OC(C)(C)C)=O)[CH2:36][CH2:35]3)=[O:27])[CH:16]=2)=[N:13][CH:14]=1. The catalyst is ClCCl. The product is [CH3:8][C:9]1[CH:10]=[CH:11][C:12]([C:15]2[N:19]([C:20]3[CH:21]=[N:22][CH:23]=[CH:24][CH:25]=3)[N:18]=[C:17]([C:26]([N:28]3[CH2:33][CH2:32][CH2:31][CH2:30][CH:29]3[C:34]3([NH2:37])[CH2:36][CH2:35]3)=[O:27])[CH:16]=2)=[N:13][CH:14]=1. The yield is 0.440. (5) The reactants are N[C:2]1C=C(Br)C=CC=1C(OC)=O.[Br:13][C:14]1[CH:22]=[CH:21][C:17]([C:18]([OH:20])=[O:19])=[C:16]([N+:23]([O-:25])=[O:24])[CH:15]=1.N12CCCN=C1CCCCC2.IC. The catalyst is CN(C=O)C.O. The product is [Br:13][C:14]1[CH:22]=[CH:21][C:17]([C:18]([O:20][CH3:2])=[O:19])=[C:16]([N+:23]([O-:25])=[O:24])[CH:15]=1. The yield is 0.00900. (6) The reactants are [Cl:1][C:2]1[CH:7]=[CH:6][C:5]([NH2:8])=[CH:4][C:3]=1[CH:9]([CH3:11])[CH3:10].[N+:12]([O-])([O-:14])=[O:13].[K+].C([O-])([O-])=O.[K+].[K+]. The catalyst is FC(F)(F)C(OC(=O)C(F)(F)F)=O.CO.CCCCCC.C(OCC)(=O)C. The product is [Cl:1][C:2]1[C:3]([CH:9]([CH3:11])[CH3:10])=[CH:4][C:5]([NH2:8])=[C:6]([N+:12]([O-:14])=[O:13])[CH:7]=1. The yield is 0.720. (7) The reactants are F[C:2]1[CH:18]=[C:17]([N+:19]([O-:21])=[O:20])[CH:16]=[CH:15][C:3]=1[N:4]([CH2:10][C:11]([F:14])([F:13])[F:12])[C@H:5]([CH2:8][CH3:9])[CH2:6][OH:7].[H-].[Na+]. The catalyst is C1COCC1. The product is [CH2:8]([C@H:5]1[N:4]([CH2:10][C:11]([F:14])([F:13])[F:12])[C:3]2[CH:15]=[CH:16][C:17]([N+:19]([O-:21])=[O:20])=[CH:18][C:2]=2[O:7][CH2:6]1)[CH3:9]. The yield is 0.750. (8) The reactants are [BH4-].[Na+].[CH3:3][C:4]1[C:5]([N+:14]([O-:16])=[O:15])=[C:6]([CH:11]=[CH:12][CH:13]=1)[C:7](OC)=[O:8].CO.C(OC(C)C)(C)C. The catalyst is O.O1CCCC1. The product is [OH:8][CH2:7][C:6]1[C:5]([N+:14]([O-:16])=[O:15])=[C:4]([CH3:3])[CH:13]=[CH:12][CH:11]=1. The yield is 0.940. (9) The reactants are CC(C)([O-])C.[K+].[CH3:7][O:8][C:9]1[CH:14]=[CH:13][CH:12]=[CH:11][C:10]=1[OH:15].[CH3:16][O:17][CH2:18]Cl.[Cl-].[NH4+]. The catalyst is CN(C=O)C.C1COCC1. The product is [CH3:7][O:8][C:9]1[CH:14]=[CH:13][CH:12]=[CH:11][C:10]=1[O:15][CH2:16][O:17][CH3:18]. The yield is 1.00. (10) The reactants are [CH3:1][C:2]1([CH3:13])[CH2:7][CH:6]([C:8]([O:10]C)=O)[C:5](=O)[CH2:4][CH2:3]1.Cl.[Cl:15][CH2:16][C:17](=[NH:19])[NH2:18].C[O-].[Na+]. The catalyst is CO. The product is [Cl:15][CH2:16][C:17]1[N:19]=[C:8]([OH:10])[C:6]2[CH2:7][C:2]([CH3:1])([CH3:13])[CH2:3][CH2:4][C:5]=2[N:18]=1. The yield is 0.570.